This data is from Forward reaction prediction with 1.9M reactions from USPTO patents (1976-2016). The task is: Predict the product of the given reaction. (1) Given the reactants [F:1][C:2]1[CH:7]=[C:6]([F:8])[CH:5]=[CH:4][C:3]=1[NH:9][C:10]([NH:12][C:13]1[CH:18]=[C:17]([CH3:19])[C:16]([O:20][C:21]2[C:30]3[C:25](=[CH:26][C:27]([OH:33])=[C:28]([O:31][CH3:32])[CH:29]=3)[N:24]=[CH:23][CH:22]=2)=[CH:15][C:14]=1[CH3:34])=[O:11].C(=O)([O-])[O-].[K+].[K+].CC1C=CC(S(O[CH2:52][CH2:53][N:54]2[CH:58]=[CH:57][N:56]=[N:55]2)(=O)=O)=CC=1.O, predict the reaction product. The product is: [F:1][C:2]1[CH:7]=[C:6]([F:8])[CH:5]=[CH:4][C:3]=1[NH:9][C:10]([NH:12][C:13]1[CH:18]=[C:17]([CH3:19])[C:16]([O:20][C:21]2[C:30]3[C:25](=[CH:26][C:27]([O:33][CH2:52][CH2:53][N:54]4[CH:58]=[CH:57][N:56]=[N:55]4)=[C:28]([O:31][CH3:32])[CH:29]=3)[N:24]=[CH:23][CH:22]=2)=[CH:15][C:14]=1[CH3:34])=[O:11]. (2) Given the reactants [O:1]1[B:6]2[O:7][CH2:8][C:9]3[CH2:10][O:11][CH:12]=[CH:13][C:4]([C:5]=32)=[CH:3][C@H:2]1[CH2:14][NH:15][C:16](=[O:22])[O:17][C:18]([CH3:21])([CH3:20])[CH3:19].C1C(=O)N([Br:30])C(=O)C1, predict the reaction product. The product is: [Br:30][C:3]1[C@H:2]([CH2:14][NH:15][C:16](=[O:22])[O:17][C:18]([CH3:19])([CH3:21])[CH3:20])[O:1][B:6]2[C:5]3[C:4]=1[CH:13]=[CH:12][O:11][CH2:10][C:9]=3[CH2:8][O:7]2. (3) Given the reactants [NH:1]([C:3]1[N:4]=[N:5][C:6]([C:9]2[CH:18]=[CH:17][C:12]([C:13]([O:15][CH3:16])=[O:14])=[CH:11][CH:10]=2)=[CH:7][N:8]=1)[NH2:2].[N:19]1[C:28]2[C:23](=[CH:24][C:25]([C:29]3([CH:32]=O)[CH2:31][CH2:30]3)=[CH:26][CH:27]=2)[CH:22]=[CH:21][CH:20]=1.C(O)(=O)C.C(O)(=O)C.IC1C=CC=CC=1, predict the reaction product. The product is: [N:19]1[C:28]2[C:23](=[CH:24][C:25]([C:29]3([C:32]4[N:4]5[N:5]=[C:6]([C:9]6[CH:10]=[CH:11][C:12]([C:13]([O:15][CH3:16])=[O:14])=[CH:17][CH:18]=6)[CH:7]=[N:8][C:3]5=[N:1][N:2]=4)[CH2:31][CH2:30]3)=[CH:26][CH:27]=2)[CH:22]=[CH:21][CH:20]=1. (4) Given the reactants Br[C:2]1[CH:7]=[CH:6][C:5]([CH2:8][C:9]([NH:11][C:12]2[CH:17]=[CH:16][C:15]([CH2:18][C:19]([CH3:26])([CH3:25])[C:20]([O:22][CH2:23][CH3:24])=[O:21])=[C:14]([C:27]([F:30])([F:29])[F:28])[CH:13]=2)=[O:10])=[C:4]([F:31])[CH:3]=1.C([O-])(=O)C.[K+].[CH3:37][C:38]1([CH3:54])[C:42]([CH3:44])([CH3:43])[O:41][B:40]([B:40]2[O:41][C:42]([CH3:44])([CH3:43])[C:38]([CH3:54])([CH3:37])[O:39]2)[O:39]1, predict the reaction product. The product is: [F:31][C:4]1[CH:3]=[C:2]([B:40]2[O:41][C:42]([CH3:44])([CH3:43])[C:38]([CH3:54])([CH3:37])[O:39]2)[CH:7]=[CH:6][C:5]=1[CH2:8][C:9]([NH:11][C:12]1[CH:17]=[CH:16][C:15]([CH2:18][C:19]([CH3:26])([CH3:25])[C:20]([O:22][CH2:23][CH3:24])=[O:21])=[C:14]([C:27]([F:30])([F:29])[F:28])[CH:13]=1)=[O:10]. (5) Given the reactants [C:1]1([NH:7][C:8]2[CH:13]=[CH:12][CH:11]=[CH:10][CH:9]=2)[CH:6]=[CH:5][CH:4]=[CH:3][CH:2]=1.Br[C:15]1[CH:20]=[CH:19][C:18]([C:21]([C:23]([C:25]2[CH:30]=[CH:29][C:28](Br)=[CH:27][CH:26]=2)=[O:24])=[O:22])=[CH:17][CH:16]=1.C[C:33]([O-])([CH3:35])[CH3:34].[Na+].[NH4+:38].[Cl-], predict the reaction product. The product is: [C:8]1([N:7]([C:15]2[CH:20]=[CH:19][C:18]([C:21]([C:23]([C:25]3[CH:30]=[CH:29][C:28]([N:38]([C:34]4[CH:33]=[CH:35][CH:13]=[CH:8][CH:9]=4)[C:1]4[CH:6]=[CH:5][CH:4]=[CH:3][CH:2]=4)=[CH:27][CH:26]=3)=[O:24])=[O:22])=[CH:17][CH:16]=2)[C:1]2[CH:2]=[CH:3][CH:4]=[CH:5][CH:6]=2)[CH:9]=[CH:10][CH:11]=[CH:12][CH:13]=1. (6) Given the reactants N[C@H](C(O)=O)CC1C=C2C(C=CC=C2)=CC=1.C[Si](C)(C)Cl.C[O:23][CH:24](OC)[CH:25]([C:27]1[C:39]([CH3:40])=[CH:38][C:30]([O:31][CH2:32][C:33]([O:35][CH2:36][CH3:37])=[O:34])=[C:29]([CH3:41])[CH:28]=1)O.C([O-])(O)=O.[Na+].[O-]S([O-])(=S)=O.[Na+].[Na+].C(O)(=O)C(O)=O, predict the reaction product. The product is: [CH2:36]([O:35][C:33]([CH2:32][O:31][C:30]1[C:29]([CH3:41])=[CH:28][C:27]([CH2:25][CH:24]=[O:23])=[C:39]([CH3:40])[CH:38]=1)=[O:34])[CH3:37]. (7) Given the reactants [NH2:1][C:2]1[C:11]2[C:6](=[CH:7][C:8]([O:14][CH3:15])=[C:9]([O:12][CH3:13])[CH:10]=2)[N:5]=[C:4](SC)[N:3]=1.[CH:18]1([C:23]([N:25]2[CH2:30][CH2:29][NH:28][CH2:27][CH2:26]2)=[O:24])[CH2:22][CH2:21][CH2:20][CH2:19]1, predict the reaction product. The product is: [NH2:1][C:2]1[C:11]2[C:6](=[CH:7][C:8]([O:14][CH3:15])=[C:9]([O:12][CH3:13])[CH:10]=2)[N:5]=[C:4]([N:28]2[CH2:29][CH2:30][N:25]([C:23]([CH:18]3[CH2:19][CH2:20][CH2:21][CH2:22]3)=[O:24])[CH2:26][CH2:27]2)[N:3]=1.